Dataset: Full USPTO retrosynthesis dataset with 1.9M reactions from patents (1976-2016). Task: Predict the reactants needed to synthesize the given product. (1) Given the product [OH:10][CH2:9][C:6]1[CH:5]=[CH:4][C:3]([C:1]#[N:2])=[CH:8][N:7]=1, predict the reactants needed to synthesize it. The reactants are: [C:1]([C:3]1[CH:4]=[CH:5][C:6]([CH2:9][O:10]C(=O)C)=[N:7][CH:8]=1)#[N:2].[OH-].[Li+]. (2) Given the product [F:19][C:20]([F:31])([F:30])[C:21]1[CH:26]=[C:25]([C:2]2[CH:11]=[CH:10][CH:9]=[C:8]3[C:3]=2[CH2:4][CH2:5][CH2:6][C:7]3=[O:12])[CH:24]=[CH:23][CH:22]=1, predict the reactants needed to synthesize it. The reactants are: Br[C:2]1[CH:11]=[CH:10][CH:9]=[C:8]2[C:3]=1[CH2:4][CH2:5][CH2:6][C:7]2=[O:12].C(=O)([O-])[O-].[Na+].[Na+].[F:19][C:20]([F:31])([F:30])[C:21]1[CH:22]=[C:23](B(O)O)[CH:24]=[CH:25][CH:26]=1. (3) Given the product [CH3:1][C:2]1[N:7]=[C:6]([C:33]#[C:32][C:30]2[CH2:31][C:27]3([CH2:38][CH2:39][C:24]([C:19]4[CH:20]=[CH:21][CH:22]=[CH:23][N:18]=4)([C:40]#[N:41])[CH2:25][CH2:26]3)[O:28][N:29]=2)[CH:5]=[CH:4][CH:3]=1, predict the reactants needed to synthesize it. The reactants are: [CH3:1][C:2]1[N:7]=[C:6](N2CCC(=C)CC2)[C:5]([N+]([O-])=O)=[CH:4][CH:3]=1.[N:18]1[CH:23]=[CH:22][CH:21]=[CH:20][C:19]=1[C:24]1([C:40]#[N:41])[CH2:39][CH2:38][C:27]2([CH2:31][C:30]([C:32]#[C:33][Si](C)(C)C)=[N:29][O:28]2)[CH2:26][CH2:25]1. (4) Given the product [Br:24][C:25]1[CH:26]=[C:27]2[C:31](=[CH:32][CH:33]=1)[NH:30][C:29](=[O:34])/[C:28]/2=[CH:14]\[C:11]1[NH:10][C:7]2[CH2:8][CH2:9][N:4]([CH2:3][C@@H:2]([OH:1])[CH2:17][N:18]3[CH2:19][CH2:20][O:21][CH2:22][CH2:23]3)[C:5](=[O:16])[C:6]=2[C:12]=1[CH3:13], predict the reactants needed to synthesize it. The reactants are: [OH:1][C@@H:2]([CH2:17][N:18]1[CH2:23][CH2:22][O:21][CH2:20][CH2:19]1)[CH2:3][N:4]1[CH2:9][CH2:8][C:7]2[NH:10][C:11]([CH:14]=O)=[C:12]([CH3:13])[C:6]=2[C:5]1=[O:16].[Br:24][C:25]1[CH:26]=[C:27]2[C:31](=[CH:32][CH:33]=1)[NH:30][C:29](=[O:34])[CH2:28]2. (5) Given the product [CH3:1][N:2]1[CH2:7][CH2:6][NH:5][C@H:4]([C:20]([O:22][CH2:25][CH3:26])=[O:21])[CH2:3]1, predict the reactants needed to synthesize it. The reactants are: [CH3:1][N:2]1[CH2:7][CH2:6][N:5](C(OCCCC2C=CC=CC=2)=O)[C@H:4]([C:20]([O-:22])=[O:21])[CH2:3]1.[H][H].[CH3:25][CH2:26]O.